From a dataset of Catalyst prediction with 721,799 reactions and 888 catalyst types from USPTO. Predict which catalyst facilitates the given reaction. (1) Reactant: C(N(CCC)[C:5]1[CH:10]=[CH:9][C:8]([NH:11][C:12](=[O:27])[C:13]2[CH:18]=[CH:17][C:16]([CH2:19][NH:20][CH2:21][C:22]3[NH:23][CH:24]=[CH:25][N:26]=3)=[CH:15][CH:14]=2)=[CH:7][CH:6]=1)CC.[CH3:31][C:32]1[N:37]=[C:36]([CH:38]=O)[CH:35]=[CH:34][CH:33]=1.[C:40]([BH3-])#[N:41].[Na+].[OH-].[Na+]. Product: [CH2:6]([N:41]([CH2:40][C:5]1[CH:6]=[CH:7][C:8]([NH:11][C:12](=[O:27])[C:13]2[CH:14]=[CH:15][C:16]([CH2:19][N:20]([CH2:21][C:22]3[NH:26][CH:25]=[CH:24][N:23]=3)[CH2:38][C:36]3[CH:35]=[CH:34][CH:33]=[C:32]([CH3:31])[N:37]=3)=[CH:17][CH:18]=2)=[CH:9][CH:10]=1)[CH2:7][CH2:8][CH3:9])[CH2:5][CH3:10]. The catalyst class is: 130. (2) Reactant: Br[C:2]1[CH:7]=[CH:6][C:5]([Cl:8])=[CH:4][N:3]=1.[C:9]([N:16]1[CH2:21][CH2:20][NH:19][CH2:18][CH2:17]1)([O:11][C:12]([CH3:15])([CH3:14])[CH3:13])=[O:10].CC(C)([O-])C.[Na+].CC1(C)C2C=CC=C(P(C3C=CC=CC=3)C3C=CC=CC=3)C=2OC2C1=CC=CC=2P(C1C=CC=CC=1)C1C=CC=CC=1. Product: [Cl:8][C:5]1[CH:6]=[CH:7][C:2]([N:19]2[CH2:18][CH2:17][N:16]([C:9]([O:11][C:12]([CH3:15])([CH3:14])[CH3:13])=[O:10])[CH2:21][CH2:20]2)=[N:3][CH:4]=1. The catalyst class is: 491. (3) Reactant: Cl.[NH2:2][OH:3].[OH-].[Na+].[C:6]([Si:10]([CH3:17])([CH3:16])[O:11][CH2:12][CH2:13][CH:14]=O)([CH3:9])([CH3:8])[CH3:7]. The catalyst class is: 6. Product: [C:6]([Si:10]([CH3:17])([CH3:16])[O:11][CH2:12][CH2:13][CH:14]=[N:2][OH:3])([CH3:9])([CH3:8])[CH3:7]. (4) Reactant: [CH3:1][C:2]1([CH3:26])[CH2:11][CH2:10][C:9]([CH3:13])([CH3:12])[C:8]2[CH:7]=[C:6]([C:14]3[N:15]=[C:16]([N:19]4[CH2:24][CH2:23][CH2:22][CH:21]([NH2:25])[CH2:20]4)[S:17][CH:18]=3)[CH:5]=[CH:4][C:3]1=2.C([O:30][CH2:31][CH2:32][CH2:33][CH2:34]Br)(=O)C.[OH-].[Na+].Cl. Product: [CH3:1][C:2]1([CH3:26])[CH2:11][CH2:10][C:9]([CH3:12])([CH3:13])[C:8]2[CH:7]=[C:6]([C:14]3[N:15]=[C:16]([N:19]4[CH2:24][CH2:23][CH2:22][CH:21]([NH:25][CH2:34][CH2:33][CH2:32][CH2:31][OH:30])[CH2:20]4)[S:17][CH:18]=3)[CH:5]=[CH:4][C:3]1=2. The catalyst class is: 5.